Dataset: Peptide-MHC class II binding affinity with 134,281 pairs from IEDB. Task: Regression. Given a peptide amino acid sequence and an MHC pseudo amino acid sequence, predict their binding affinity value. This is MHC class II binding data. (1) The peptide sequence is NDNFLMRNVTLDLGG. The MHC is DRB1_0101 with pseudo-sequence DRB1_0101. The binding affinity (normalized) is 0.682. (2) The peptide sequence is MKKYFAATQFEPLAA. The MHC is DRB1_1602 with pseudo-sequence DRB1_1602. The binding affinity (normalized) is 0.534. (3) The peptide sequence is QISGVDLGLPNWGKY. The MHC is DRB1_0802 with pseudo-sequence DRB1_0802. The binding affinity (normalized) is 0.166.